From a dataset of NCI-60 drug combinations with 297,098 pairs across 59 cell lines. Regression. Given two drug SMILES strings and cell line genomic features, predict the synergy score measuring deviation from expected non-interaction effect. (1) Drug 1: C1=C(C(=O)NC(=O)N1)N(CCCl)CCCl. Drug 2: C1CN(P(=O)(OC1)NCCCl)CCCl. Cell line: NCI-H322M. Synergy scores: CSS=-0.262, Synergy_ZIP=0.727, Synergy_Bliss=1.16, Synergy_Loewe=-0.810, Synergy_HSA=-0.697. (2) Cell line: CCRF-CEM. Drug 1: CC1OCC2C(O1)C(C(C(O2)OC3C4COC(=O)C4C(C5=CC6=C(C=C35)OCO6)C7=CC(=C(C(=C7)OC)O)OC)O)O. Drug 2: CC1=C(C=C(C=C1)C(=O)NC2=CC(=CC(=C2)C(F)(F)F)N3C=C(N=C3)C)NC4=NC=CC(=N4)C5=CN=CC=C5. Synergy scores: CSS=56.4, Synergy_ZIP=2.64, Synergy_Bliss=3.75, Synergy_Loewe=-12.0, Synergy_HSA=1.31. (3) Drug 1: CN(C)C1=NC(=NC(=N1)N(C)C)N(C)C. Drug 2: CC1=C(C(=O)C2=C(C1=O)N3CC4C(C3(C2COC(=O)N)OC)N4)N. Cell line: SK-MEL-2. Synergy scores: CSS=19.2, Synergy_ZIP=-13.2, Synergy_Bliss=-19.0, Synergy_Loewe=-87.5, Synergy_HSA=-21.5. (4) Drug 1: CCCS(=O)(=O)NC1=C(C(=C(C=C1)F)C(=O)C2=CNC3=C2C=C(C=N3)C4=CC=C(C=C4)Cl)F. Drug 2: C1CC(C1)(C(=O)O)C(=O)O.[NH2-].[NH2-].[Pt+2]. Cell line: CCRF-CEM. Synergy scores: CSS=45.9, Synergy_ZIP=-2.81, Synergy_Bliss=-5.81, Synergy_Loewe=-9.85, Synergy_HSA=-7.35.